This data is from M1 muscarinic receptor antagonist screen with 61,756 compounds. The task is: Binary Classification. Given a drug SMILES string, predict its activity (active/inactive) in a high-throughput screening assay against a specified biological target. (1) The molecule is Fc1c(OCC(=O)N2CCC(CC2)C)cccc1. The result is 0 (inactive). (2) The compound is Brc1c(c2oc(nn2)CN2C(=O)C3(NC2=O)CCCc2c3cccc2)cccc1. The result is 0 (inactive). (3) The drug is O1c2c(OC1)ccc(NC(=O)c1c(=O)n(c3cc(c(cc3)C)C)c(=O)[nH]c1)c2. The result is 0 (inactive). (4) The molecule is s1c(NC(=O)C(C)C)nnc1/C(C)=C\C. The result is 0 (inactive). (5) The compound is s1c(C(=O)N2CCN(CC2)C(=O)c2cccnc2)ccc1. The result is 0 (inactive). (6) The compound is O(c1cc(C2N=c3n([nH]c(n3)N)C(C2)c2ccc(cc2)C)ccc1)C. The result is 0 (inactive). (7) The drug is O1C(C(=O)N(CC(=O)N(Cc2ccccc2)Cc2ncccc2)c2c1cccc2)C. The result is 0 (inactive). (8) The compound is Fc1cc2c(=O)c3C(N(CCCN(C)C)C(=O)c3oc2cc1)c1cccnc1. The result is 0 (inactive).